Dataset: Full USPTO retrosynthesis dataset with 1.9M reactions from patents (1976-2016). Task: Predict the reactants needed to synthesize the given product. (1) Given the product [CH:7]1([N:6]=[C:2]2[N:3]([C:17]#[N:16])[CH2:4][CH2:5][S:1]2)[C:15]2[C:10](=[CH:11][CH:12]=[CH:13][CH:14]=2)[CH2:9][CH2:8]1, predict the reactants needed to synthesize it. The reactants are: [S:1]1[CH2:5][CH2:4][N:3]=[C:2]1[NH:6][CH:7]1[C:15]2[C:10](=[CH:11][CH:12]=[CH:13][CH:14]=2)[CH2:9][CH2:8]1.[N:16]#[C:17]Br. (2) Given the product [F:15][C:14]([F:16])([F:17])[C:13]([C:6]1[C:7]([CH3:12])=[N:8][C:9]2[C:4]([C:5]=1[C:19]1[CH:24]=[CH:23][C:22]([F:25])=[CH:21][CH:20]=1)=[CH:3][C:2]([N:26]1[CH2:31][CH2:30][O:29][CH2:28][CH2:27]1)=[CH:11][CH:10]=2)=[O:18], predict the reactants needed to synthesize it. The reactants are: Br[C:2]1[CH:3]=[C:4]2[C:9](=[CH:10][CH:11]=1)[N:8]=[C:7]([CH3:12])[C:6]([C:13](=[O:18])[C:14]([F:17])([F:16])[F:15])=[C:5]2[C:19]1[CH:24]=[CH:23][C:22]([F:25])=[CH:21][CH:20]=1.[NH:26]1[CH2:31][CH2:30][O:29][CH2:28][CH2:27]1. (3) Given the product [C:2](/[C:3](=[CH:4]/[CH3:5])/[CH2:9][CH2:8][C:7]([O:11][CH2:12][CH3:13])=[O:10])(=[O:6])[CH3:1], predict the reactants needed to synthesize it. The reactants are: [CH3:1][C:2](=[O:6])/[CH:3]=[CH:4]/[CH3:5].[C:7]([O:11][CH2:12][CH3:13])(=[O:10])[CH:8]=[CH2:9].C1CCN2C(=NCCC2)CC1.O. (4) Given the product [CH2:25]([NH:1][CH:2]1[CH2:7][CH2:6][N:5]([C:8]2[N:16]=[CH:15][N:14]=[C:13]3[C:9]=2[NH:10][C:11](=[O:17])[NH:12]3)[CH2:4][CH2:3]1)[CH2:24][C:18]1[CH:23]=[CH:22][CH:21]=[CH:20][CH:19]=1, predict the reactants needed to synthesize it. The reactants are: [NH2:1][CH:2]1[CH2:7][CH2:6][N:5]([C:8]2[N:16]=[CH:15][N:14]=[C:13]3[C:9]=2[NH:10][C:11](=[O:17])[NH:12]3)[CH2:4][CH2:3]1.[C:18]1([CH2:24][CH:25]=O)[CH:23]=[CH:22][CH:21]=[CH:20][CH:19]=1.[BH-](OC(C)=O)(OC(C)=O)OC(C)=O.[Na+]. (5) Given the product [NH2:41][C:40]1[CH:42]=[CH:43][C:37]([CH2:36][NH:35][C:16]2[N:15]3[CH:20]=[CH:21][N:22]=[C:14]3[C:13]([C:23]([NH2:25])=[O:24])=[C:12]([NH:11][C:5]3[CH:4]=[C:3]([O:2][CH3:1])[CH:8]=[C:7]([O:9][CH3:10])[CH:6]=3)[N:17]=2)=[CH:38][CH:39]=1, predict the reactants needed to synthesize it. The reactants are: [CH3:1][O:2][C:3]1[CH:4]=[C:5]([NH:11][C:12]2[N:17]=[C:16](SC)[N:15]3[CH:20]=[CH:21][N:22]=[C:14]3[C:13]=2[C:23]([NH2:25])=[O:24])[CH:6]=[C:7]([O:9][CH3:10])[CH:8]=1.CCN(C(C)C)C(C)C.[NH2:35][CH2:36][C:37]1[CH:43]=[CH:42][C:40]([NH2:41])=[CH:39][CH:38]=1. (6) Given the product [Cl:8][C:7]1[C:2]([C:17]2[CH:22]=[CH:21][C:20]([C:23]([OH:25])=[O:24])=[CH:19][CH:18]=2)=[N:3][CH:4]=[CH:5][CH:6]=1, predict the reactants needed to synthesize it. The reactants are: Cl[C:2]1[C:7]([Cl:8])=[CH:6][CH:5]=[CH:4][N:3]=1.O.C([O-])([O-])=O.[Na+].[Na+].B(O)(O)[C:17]1[CH:22]=[CH:21][C:20]([C:23]([OH:25])=[O:24])=[CH:19][CH:18]=1. (7) Given the product [Cl:8][C:4]1[CH:5]=[CH:6][CH:7]=[C:2]([Cl:1])[C:3]=1[CH:9]1[C:14]([C:15]([O:17][CH3:18])=[O:16])=[C:13]([CH2:19][CH2:20][C:21]2[S:22][CH:23]=[CH:24][N:25]=2)[NH:12][C:11]([CH2:26][C:27]([N:37]2[CH2:38][CH2:39][N:34]([CH:40]3[CH2:50][CH:43]4[CH2:44][N:45]([C:47](=[O:49])[CH3:48])[CH2:46][CH:42]4[CH2:41]3)[CH2:35][CH2:36]2)=[O:28])=[C:10]1[C:30]([O:32][CH3:33])=[O:31], predict the reactants needed to synthesize it. The reactants are: [Cl:1][C:2]1[CH:7]=[CH:6][CH:5]=[C:4]([Cl:8])[C:3]=1[CH:9]1[C:14]([C:15]([O:17][CH3:18])=[O:16])=[C:13]([CH2:19][CH2:20][C:21]2[S:22][CH:23]=[CH:24][N:25]=2)[NH:12][C:11]([CH2:26][C:27](O)=[O:28])=[C:10]1[C:30]([O:32][CH3:33])=[O:31].[N:34]1([CH:40]2[CH2:50][CH:43]3[CH2:44][N:45]([C:47](=[O:49])[CH3:48])[CH2:46][CH:42]3[CH2:41]2)[CH2:39][CH2:38][NH:37][CH2:36][CH2:35]1. (8) The reactants are: [CH2:1]([O:3][C:4]([C@@H:6]1[CH2:10][C:9](=[CH2:11])[CH2:8][C@H:7]1[C:12]([OH:14])=O)=[O:5])C.OC1C2N=NNC=2C=CC=1.Cl.CN(C)CCCN=C=NCC.[Cl:37][C:38]1[CH:44]=[CH:43][C:41]([NH2:42])=[CH:40][CH:39]=1. Given the product [CH3:1][O:3][C:4]([C@@H:6]1[CH2:10][C:9](=[CH2:11])[CH2:8][C@H:7]1[C:12](=[O:14])[NH:42][C:41]1[CH:43]=[CH:44][C:38]([Cl:37])=[CH:39][CH:40]=1)=[O:5], predict the reactants needed to synthesize it. (9) Given the product [Cl:12][C:13]1[N:18]=[C:17]([NH:1][C:2]2[CH:7]=[CH:6][CH:5]=[CH:4][C:3]=2[S:8]([NH2:11])(=[O:9])=[O:10])[CH:16]=[CH:15][N:14]=1, predict the reactants needed to synthesize it. The reactants are: [NH2:1][C:2]1[CH:7]=[CH:6][CH:5]=[CH:4][C:3]=1[S:8]([NH2:11])(=[O:10])=[O:9].[Cl:12][C:13]1[N:18]=[C:17](Cl)[CH:16]=[CH:15][N:14]=1.Cl.C(=O)(O)[O-].[Na+]. (10) Given the product [O:18]=[C:17]1[N:16]([C:19]2[CH:24]=[CH:23][C:22]([N:25]3[CH2:30][CH2:29][O:28][CH2:27][C:26]3=[O:31])=[CH:21][CH:20]=2)[CH2:3][C@H:2]([CH2:4][N:5]2[C:13](=[O:14])[C:12]3[C:7](=[CH:8][CH:9]=[CH:10][CH:11]=3)[C:6]2=[O:15])[O:1]1, predict the reactants needed to synthesize it. The reactants are: [O:1]1[CH2:3][C@@H:2]1[CH2:4][N:5]1[C:13](=[O:14])[C:12]2[C:7](=[CH:8][CH:9]=[CH:10][CH:11]=2)[C:6]1=[O:15].[N:16]([C:19]1[CH:24]=[CH:23][C:22]([N:25]2[CH2:30][CH2:29][O:28][CH2:27][C:26]2=[O:31])=[CH:21][CH:20]=1)=[C:17]=[O:18].[Br-].[Li+].